From a dataset of NCI-60 drug combinations with 297,098 pairs across 59 cell lines. Regression. Given two drug SMILES strings and cell line genomic features, predict the synergy score measuring deviation from expected non-interaction effect. Drug 1: C1=C(C(=O)NC(=O)N1)F. Drug 2: C1CNP(=O)(OC1)N(CCCl)CCCl. Cell line: UACC62. Synergy scores: CSS=36.8, Synergy_ZIP=-5.61, Synergy_Bliss=-12.4, Synergy_Loewe=-22.5, Synergy_HSA=-11.7.